Dataset: B-cell epitopes from IEDB database with 3,159 antigens for binding position prediction. Task: Token-level Classification. Given an antigen amino acid sequence, predict which amino acid positions are active epitope sites capable of antibody binding. Output is a list of indices for active positions. (1) Given the antigen sequence: MRHKRSAKRTKRASATQLYKTCKQAGTCPPDIIPKVEGKTIADQILQYGSMGVFFGGLGIGTGSGTGGRTGYIPLGTRPPTATDTLAPVRPPLTVDPVGPSDPSIVSLVEETSFIDAGAPTSVPSIPPDVSGFSITTSTDTTPAILDINNTVTTVTTHNNPTFTDPSVLQPPTPAETGGHFTLSSSTISTHNYEEIPMDTFIVSTNPNTVTSSTPIPGSRPVARLGLYSRTTQQVKVVDPAFVTTPTKLITYDNPAYEGIDVDNTLYFSSNDNSINIAPDPDFLDIVALHRPALTSRRTGIRYSRIGNKQTLRTRSGKSIGAKVHYYYDFSTIDPAEEIELQTITPSTYTTTSHAASPTSINNGLYDIYADDFITDTSTTPVPSVPSTSLSGYIPANTTIPFGGAYNIPLVSGPDIPINITDQAPSLIPIVPGSPQYTIIADAGDFYLHPSYYMLRKRRKRLPYFFSDVSLAA, which amino acid positions are active epitope sites? The epitope positions are: [256, 257, 258, 259, 260, 261, 262, 263, 264, 265, 266, 267, 268, 269, 270, 271, 272, 273, 274, 275]. The amino acids at these positions are: YEGIDVDNTLYFSSNDNSIN. (2) Given the antigen sequence: FTLIELMIVVAIIGILAAIAIPQYQNYVARSEGASALASVNPLKTTVEEALSRGWSVKSGTGTEDATKKEVPLGVAADANKLGTIALKPDPADGTADITLTFTMGGAGPKNKGKIITLTRTAADGLWKCTSDQDEQFIPKGCSK, which amino acid positions are active epitope sites? The epitope positions are: [30, 31, 32, 33, 34, 35, 36, 37, 38, 39, 40, 41, 42, 43, 44, 45, 46, 47, 48, 49... (23 total positions)]. The amino acids at these positions are: SEGASALASVNPLKTTVEEALSR. (3) The epitope positions are: [308, 309, 310, 311, 312, 313, 314, 315, 316, 317, 318, 319, 320, 321, 322]. The amino acids at these positions are: YPISKARPNCGGNLL. Given the antigen sequence: MTTLLWVFVTLRVITAAVTVETSDHDNSLSVSIPQPSPLRVLLGTSLTIPCYFIDPMHPVTTAPSTAPLAPRIKWSRVSKEKEVVLLVATEGRVRVNSAYQDKVSLPNYPAIPSDATLEVQSLRSNDSGVYRCEVMHGIEDSEATLEVVVKGIVFHYRAISTRYTLDFDRAQRACLQNSAIIATPEQLQAAYEDGFHQCDAGWLADQTVRYPIHTPREGCYGDKDEFPGVRTYGIRDTNETYDVYCFAEEMEGEVFYATSPEKFTFQEAANECRRLGARLATTGHVYLAWQAGMDMCSAGWLADRSVRYPISKARPNCGGNLLGVRTVYVHANQTGYPDPSSRYDAICYTGEDFVDIPENFFGVGGEEDITVQTVTWPDMELPLPRNITEGEARGSVILTVKPIFEVSPSPLEPEEPFTFAPEIGATAFAEVENETGEATRPWGFPTPGLGPATAFTSEDLVVQVTAVPGQPHLPGGVVFHYRPGPTRYSLTFEEAQQAC..., which amino acid positions are active epitope sites? (4) Given the antigen sequence: GLPTKPGPGSYQFMTTDEDCSPCILPDFQPTPEIFIPGKVNNLLEIAQVESILEANNREGVEGVERYVIPVSVQDALDAQIYALRLELGGSGPLSSSLLGTLAKHYTQWSGSVEITCMFTGTFMTTGKVLLAYTPPGGDMPRNREEAMLGTHVVWDFGLQSSITLVIPWISASHFRGVSNDDVLNYQYYAAGHVTIWYQTNMVIPPGFPNTAGIIMMIAAQPNFSFRIQKDREDMTQTAILQ, which amino acid positions are active epitope sites? The epitope positions are: [53, 54, 55, 56, 57, 58, 59, 60, 61, 62]. The amino acids at these positions are: EANNREGVEG. (5) Given the antigen sequence: FPTIPLSRLFQNAMLRAHRLHQLAFDTYEEFEEAYIPKEQKYSFLQAPQASLCFSESIPTPSNREQAQQKSNLQLLRISLLLIQSWLEPVGFLRSVFANSLVYGASDSDVYDLLKDLEEGIQTLMGRLEDGSPRTGQAFKQTYAKFDANSHNDDALLKNYGLLYCFRKDMDKVETFLRIVQCRSVEGSCGF, which amino acid positions are active epitope sites? The epitope positions are: [80, 81, 82, 83, 84, 85, 86, 87, 88, 89, 90, 91, 92, 93, 94, 95, 96, 97, 98, 99... (40 total positions)]. The amino acids at these positions are: LLIQSWLEPVGFLRSVFANSLVYGASDSDV.... (6) The epitope positions are: [53, 54, 55, 56, 57, 58, 59, 60, 61, 62]. The amino acids at these positions are: VRLKPLNCSR. Given the antigen sequence: MVRWTLWDTLAFLLLLSLLLPSLLIMFIPSTFKRPVSSWKALNLRKTLLMASSVRLKPLNCSRLPCVYAQEALTFLLTQKKTCVKNYVQKE, which amino acid positions are active epitope sites?